This data is from Experimentally validated miRNA-target interactions with 360,000+ pairs, plus equal number of negative samples. The task is: Binary Classification. Given a miRNA mature sequence and a target amino acid sequence, predict their likelihood of interaction. (1) The miRNA is bta-miR-130b with sequence CAGUGCAAUGAUGAAAGGGCAU. Result: 0 (no interaction). The protein sequence of the target gene is MADDEAEQERLSGGGCAAELRRLGERLQELERRLCESREPAVEAAAAYCRQLCQTLLEYAEKWKTSEDPLPLLEVYTVAIQSYVKARPYLTSECESVALVLERLALSCVELLLCLPVELSDKQWEQFQTLVQVAHETLMESGSCELQFLATLAQETGVWKNAVLSTILSQEPLDKEKVNEFLAFEGPILLDMRIKHLIKTNQLSQATALAKLCSDHPEIGTKGSFKQTYLVCLCTSSPSEKLIEEISEVDCKDALEMICNLESEGDEKSALVLCTAFLSRQLQQGDMYCAWELTLFWSKL.... (2) The miRNA is mmu-miR-7054-5p with sequence UAGGAAGGUGGUUGGGCUGAGUACU. The protein sequence of the target gene is MEESGYESVLCVKPDVHVYRIPPRATNRGYRAAEWQLDQPSWSGRLRITAKGQMAYIKLEDRTSGELFAQAPVDQFPGTAVESVTDSSRYFVIRIEDGNGRRAFIGIGFGDRGDAFDFNVALQDHFKWVKQQCEFAKQAQNPDQGPKLDLGFKEGQTIKLNIANMKKKEGAAGNPRVRPASTGGLSLLPPPPGGKTSTLIPPPGEQLAVGGSLVQPAVAPSSGGAPVPWPQPNPATADIWGDFTKSTGSTSSQTQPGTGWVQF. Result: 0 (no interaction). (3) The miRNA is hsa-miR-4717-5p with sequence UAGGCCACAGCCACCCAUGUGU. The protein sequence of the target gene is MAGTNALLMLENFIDGKFLPCSSYIDSYDPSTGEVYCRVPNSGKDEIEAAVKAAREAFPSWSSRSPQERSRVLNQVADLLEQSLEEFAQAESKDQGKTLALARTMDIPRSVQNFRFFASSSLHHTSECTQMDHLGCMHYTVRAPVGVAGLISPWNLPLYLLTWKIAPAMAAGNTVIAKPSELTSVTAWMLCKLLDKAGVPPGVVNIVFGTGPRVGEALVSHPEVPLISFTGSQPTAERITQLSAPHCKKLSLELGGKNPAIIFEDANLDECIPATVRSSFANQGEICLCTSRIFVQKSIY.... Result: 0 (no interaction). (4) The miRNA is mmu-miR-344d-3p with sequence GAUAUAACCACUGCCAGACUGA. The protein sequence of the target gene is MRKAGSRARAEAEGPHRAMEGGEVTGDRLKADTPDVSFEELLRLQGQGRPKAHKQLVAGNSTRTRSPQQPVCVADKHRPLEMSAKVRVPFLRQVVPISKKVARDPRFDDLSGDYNPEVFDKTYQFLNDIRAKEKQLVKKQLKRHRSGEERDKLQQLLQRMEQQEMAQQERKQQQELRLALKQERRAQAQQGHRPYFLKKSEQRQLALAEKFKELRRSKKLESFLSRKRRRNAGKDRRHLPLSKE. Result: 0 (no interaction). (5) The miRNA is mmu-miR-664-3p with sequence UAUUCAUUUACUCCCCAGCCUA. The protein sequence of the target gene is MAVEGGMKCVKFLLYVLLLAFCACAVGLIAIGVAVQVVLKQAITHETTAGSLLPVVIIAVGAFLFLVAFVGCCGACKENYCLMITFAIFLSLIMLVEVAVAIAGYVFRDQVKSEFNKSFQQQMQNYLKDNKTATILDKLQKENNCCGASNYTDWENIPGMAKDRVPDSCCINITVGCGNDFKESTIHTQGCVETIAIWLRKNILLVAAAALGIAFVEVLGIIFSCCLVKSIRSGYEVM. Result: 0 (no interaction). (6) The protein sequence of the target gene is MFRQEQPLAEGSFAPMGSLQPDAGNSSWNGTEAPGGGTRATPYSLQVTLTLVCLAGLLMLFTVFGNVLVIIAVFTSRALKAPQNLFLVSLASADILVATLVIPFSLANEVMGYWYFGKVWCEIYLALDVLFCTSSIVHLCAISLDRYWSITQAIEYNLKRTPRRIKAIIVTVWVISAVISFPPLISIEKKGAGGGQQPAEPSCKINDQKWYVISSSIGSFFAPCLIMILVYVRIYQIAKRRTRVPPSRRGPDACSAPPGGADRRPNGLGPERGAGPTGAEAEPLPTQLNGAPGEPAPAGP.... The miRNA is hsa-miR-4418 with sequence CACUGCAGGACUCAGCAG. Result: 0 (no interaction). (7) The miRNA is cel-let-7-5p with sequence UGAGGUAGUAGGUUGUAUAGUU. The protein sequence of the target gene is MTMTTMPESLNSPVSGKAVFMEFGPPNQQMSPSPMSHGHYSMHCLHSAGHSQPDGAYSSASSFSRPLGYPYVNSVSSHASSPYISSVQSYPGSASLAQSRLEDPGADSEKSTVVEGGEVRFNGKGKKIRKPRTIYSSLQLQALNRRFQQTQYLALPERAELAASLGLTQTQVKIWFQNKRSKFKKLMKQGGAALEGSALANGRALSAGSPPVPPGWNPNSSSGKGSGSSAGSYVPSYTSWYPSAHQEAMQQPQLM. Result: 0 (no interaction). (8) The miRNA is hsa-miR-6760-3p with sequence ACACUGUCCCCUUCUCCCCAG. The protein sequence of the target gene is MADTTPEPCGQLMVHSDTHSDTVLASLEDQRKKGFLCDITLIVENVHFRAHKALLAASSEYFSMMFAEEGEIGQSIYMLEGMVADTFGILLEFIYTGYLHASEKTTEQILATAQFLKVYDLVKAYADFQDNHSAPKPPALNCTGTPVVVISNKKNDPLKRKRGRPRKANGLQEGRSELAAEGELQLRVNNSVQNRQNFVFKEEDSVKLSEQTPEDKESEPAGEPGSVEEVPAEKDENFDPKAGDGQESQSRCSRRRIRRSVKLKDYKLLGDEDDQSTAKRLCGRKKRSSGPEARCKDCDR.... Result: 0 (no interaction). (9) The miRNA is mmu-miR-324-3p with sequence CCACUGCCCCAGGUGCUGCU. The protein sequence of the target gene is MAGSSAGGGGVGETKVIYHLDEEETPYLVKIPVPAERITLGDFKSVLQRPAGAKYFFKSMDQDFGVVKEEISDDNARLPCFNGRVVSWLVSSDTPQPEVAPPAHESRTELVPPPPPLPPLPPERTSGIGDSRPPSFHPNVSSSHENLEPETETESVVSLRRDRPRRRDSSEHGAGGHRPGGPSRLERHLAGYESSSTLMTSELESTSLGDSDEDDTMSRFSSSTEQSSASRLLKRHRRRRKQRPPRMERTSSFSSVTDSTMSLNIITVTLNMEKYNFLGISIVGQSNERGDGGIYIGSIM.... Result: 1 (interaction). (10) The miRNA is hsa-miR-6879-5p with sequence CAGGGCAGGGAAGGUGGGAGAG. The protein sequence of the target gene is MDSEVQRDGRILDLIDDAWREDKLPYEDVAIPLNELPEPEQDNGGTTESVKEQEMKWTDLALQYLHENVPPIGN. Result: 0 (no interaction).